Dataset: Peptide-MHC class I binding affinity with 185,985 pairs from IEDB/IMGT. Task: Regression. Given a peptide amino acid sequence and an MHC pseudo amino acid sequence, predict their binding affinity value. This is MHC class I binding data. (1) The peptide sequence is RPPYSSYGY. The MHC is HLA-A11:01 with pseudo-sequence HLA-A11:01. The binding affinity (normalized) is 0.0847. (2) The peptide sequence is NLETYTRPEI. The MHC is HLA-A02:06 with pseudo-sequence HLA-A02:06. The binding affinity (normalized) is 0.403. (3) The peptide sequence is LPEFERRTL. The MHC is HLA-B07:02 with pseudo-sequence HLA-B07:02. The binding affinity (normalized) is 0.665. (4) The peptide sequence is YPPRPCGIVPA. The MHC is Mamu-A01 with pseudo-sequence Mamu-A01. The binding affinity (normalized) is 0. (5) The peptide sequence is VYERQPCWY. The MHC is HLA-A69:01 with pseudo-sequence HLA-A69:01. The binding affinity (normalized) is 0.0847. (6) The peptide sequence is QQLCTMERT. The MHC is HLA-A02:03 with pseudo-sequence HLA-A02:03. The binding affinity (normalized) is 0.222. (7) The peptide sequence is FMAAFYRVM. The MHC is BoLA-T2b with pseudo-sequence YHTKYREISENWYEATLYLEYEYYSMAAFNYRSY. The binding affinity (normalized) is 0.0641.